This data is from Catalyst prediction with 721,799 reactions and 888 catalyst types from USPTO. The task is: Predict which catalyst facilitates the given reaction. (1) Reactant: [CH2:1]([O:3][C:4](=[O:9])[CH2:5][C:6]([OH:8])=O)[CH3:2].N1C=CC=CC=1C1C=CC=CN=1.[CH3:22][O:23][C:24]([C:26]1[C:35]2[C:30](=[CH:31][C:32]([CH2:36]C(Cl)=O)=[CH:33][CH:34]=2)[CH:29]=[CH:28][CH:27]=1)=[O:25].Cl. Product: [CH3:22][O:23][C:24]([C:26]1[C:35]2[C:30](=[CH:31][C:32]([CH2:36][C:6](=[O:8])[CH2:5][C:4]([O:3][CH2:1][CH3:2])=[O:9])=[CH:33][CH:34]=2)[CH:29]=[CH:28][CH:27]=1)=[O:25]. The catalyst class is: 116. (2) Reactant: [F:1][CH:2]([F:14])[C:3]1[CH:8]=[CH:7][C:6]([C:9]([F:13])([F:12])[CH2:10][OH:11])=[CH:5][CH:4]=1.CCN(C(C)C)C(C)C.[O:24](S(C(F)(F)F)(=O)=O)[S:25]([C:28]([F:31])([F:30])[F:29])(=O)=[O:26]. Product: [F:29][C:28]([F:31])([F:30])[S:25]([O:11][CH2:10][C:9]([C:6]1[CH:5]=[CH:4][C:3]([CH:2]([F:1])[F:14])=[CH:8][CH:7]=1)([F:12])[F:13])(=[O:26])=[O:24]. The catalyst class is: 28. (3) Reactant: N(C(OCC)=O)=NC(OCC)=O.C1C=CC(P(C2C=CC=CC=2)C2C=CC=CC=2)=CC=1.[Cl:32][C:33]1[CH:38]=[CH:37][C:36]([N:39]([C@H:43]2[C:52]3[C:47](=[CH:48][CH:49]=[CH:50][CH:51]=3)[N:46]([C:53](=[O:61])[C:54]3[CH:59]=[CH:58][C:57]([OH:60])=[CH:56][CH:55]=3)[C@@H:45]([CH3:62])[CH2:44]2)[C:40](=[O:42])[CH3:41])=[CH:35][CH:34]=1.[CH2:63]([O:65][C:66]([CH:68]1[CH2:73][CH2:72][CH:71](O)[CH2:70][CH2:69]1)=[O:67])[CH3:64]. Product: [CH2:63]([O:65][C:66]([CH:68]1[CH2:73][CH2:72][CH:71]([O:60][C:57]2[CH:56]=[CH:55][C:54]([C:53]([N:46]3[C:47]4[C:52](=[CH:51][CH:50]=[CH:49][CH:48]=4)[C@H:43]([N:39]([C:40](=[O:42])[CH3:41])[C:36]4[CH:35]=[CH:34][C:33]([Cl:32])=[CH:38][CH:37]=4)[CH2:44][C@@H:45]3[CH3:62])=[O:61])=[CH:59][CH:58]=2)[CH2:70][CH2:69]1)=[O:67])[CH3:64]. The catalyst class is: 1. (4) Reactant: [N:1]1[CH:6]=[CH:5][CH:4]=[C:3]([C:7]2[CH:11]=[C:10]([C:12]([F:15])([F:14])[F:13])[N:9]([C:16]3[N:21]=[N:20][C:19]([NH2:22])=[CH:18][CH:17]=3)[N:8]=2)[CH:2]=1.C(N(CC)C(C)C)(C)C.[C:32]([O:36][C:37]([N:39]1[CH2:44][CH2:43][CH2:42][CH:41]([C:45](Cl)=[O:46])[CH2:40]1)=[O:38])([CH3:35])([CH3:34])[CH3:33].C(=O)(O)[O-].[Na+]. Product: [N:1]1[CH:6]=[CH:5][CH:4]=[C:3]([C:7]2[CH:11]=[C:10]([C:12]([F:15])([F:13])[F:14])[N:9]([C:16]3[N:21]=[N:20][C:19]([NH2:22])=[CH:18][CH:17]=3)[N:8]=2)[CH:2]=1.[C:32]([O:36][C:37]([N:39]1[CH2:44][CH2:43][CH2:42][CH:41]([C:45](=[O:46])[NH:22][C:19]2[N:20]=[N:21][C:16]([N:9]3[C:10]([C:12]([F:15])([F:13])[F:14])=[CH:11][C:7]([C:3]4[CH:2]=[N:1][CH:6]=[CH:5][CH:4]=4)=[N:8]3)=[CH:17][CH:18]=2)[CH2:40]1)=[O:38])([CH3:35])([CH3:34])[CH3:33]. The catalyst class is: 7. (5) Reactant: CCN=C=NCCCN(C)C.[Cl:12][C:13]1[CH:21]=[N:20][CH:19]=[CH:18][C:14]=1[C:15]([OH:17])=O.[NH2:22][C:23]1[CH:28]=[C:27]([C:29]([F:35])([F:34])[C:30]([F:33])([F:32])[F:31])[CH:26]=[CH:25][C:24]=1[OH:36]. Product: [Cl:12][C:13]1[CH:21]=[N:20][CH:19]=[CH:18][C:14]=1[C:15]([NH:22][C:23]1[CH:28]=[C:27]([C:29]([F:34])([F:35])[C:30]([F:31])([F:32])[F:33])[CH:26]=[CH:25][C:24]=1[OH:36])=[O:17]. The catalyst class is: 17. (6) Reactant: Cl[C:2]1[N:3]([CH2:24][CH:25]2[CH2:29][CH2:28][O:27][CH2:26]2)[C:4]2[C:9]([N:10]=1)=[C:8]([N:11]1[CH2:16][CH2:15][O:14][CH2:13][CH2:12]1)[N:7]=[C:6]([C:17]1[CH:18]=[N:19][C:20]([NH2:23])=[N:21][CH:22]=1)[N:5]=2.[CH3:30][C@H:31]1[CH2:36][NH:35][CH2:34][C@@H:33]([CH3:37])[NH:32]1. Product: [CH3:30][C@H:31]1[NH:32][C@@H:33]([CH3:37])[CH2:34][N:35]([C:2]2[N:3]([CH2:24][CH:25]3[CH2:29][CH2:28][O:27][CH2:26]3)[C:4]3[C:9]([N:10]=2)=[C:8]([N:11]2[CH2:12][CH2:13][O:14][CH2:15][CH2:16]2)[N:7]=[C:6]([C:17]2[CH:22]=[N:21][C:20]([NH2:23])=[N:19][CH:18]=2)[N:5]=3)[CH2:36]1. The catalyst class is: 16. (7) Reactant: [N+:1]([C:4]1[CH:9]=[CH:8][C:7]([S:10](Cl)(=[O:12])=[O:11])=[CH:6][CH:5]=1)([O-:3])=[O:2].[CH2:14]([N:16]([CH2:20][CH3:21])[CH2:17][CH2:18][NH2:19])[CH3:15].C(N(CC)CC)C. Product: [CH2:14]([N:16]([CH2:20][CH3:21])[CH2:17][CH2:18][NH:19][S:10]([C:7]1[CH:8]=[CH:9][C:4]([N+:1]([O-:3])=[O:2])=[CH:5][CH:6]=1)(=[O:12])=[O:11])[CH3:15]. The catalyst class is: 2.